Dataset: Forward reaction prediction with 1.9M reactions from USPTO patents (1976-2016). Task: Predict the product of the given reaction. (1) Given the reactants [Br:1][C:2]1[CH:3]=[C:4](B(O)O)[CH:5]=[N:6][CH:7]=1.Cl[C:12]1[C:21]([N:22]([CH:24]([CH3:26])[CH3:25])[CH3:23])=[N:20][C:19]2[C:14](=[CH:15][CH:16]=[C:17]([C:27]([O:29][CH3:30])=[O:28])[CH:18]=2)[N:13]=1.[O-]P([O-])([O-])=O.[K+].[K+].[K+], predict the reaction product. The product is: [Br:1][C:2]1[CH:3]=[C:4]([C:12]2[C:21]([N:22]([CH:24]([CH3:26])[CH3:25])[CH3:23])=[N:20][C:19]3[C:14](=[CH:15][CH:16]=[C:17]([C:27]([O:29][CH3:30])=[O:28])[CH:18]=3)[N:13]=2)[CH:5]=[N:6][CH:7]=1. (2) Given the reactants [C:1]1([CH:7]([C:20]2[CH:25]=[CH:24][CH:23]=[CH:22][CH:21]=2)[CH2:8][CH2:9][NH:10][C:11](=[O:19])[C:12]2[CH:17]=[CH:16][C:15]([OH:18])=[N:14][CH:13]=2)[CH:6]=[CH:5][CH:4]=[CH:3][CH:2]=1.Br.Br[CH2:28][C:29]1[CH:30]=[N:31][CH:32]=[CH:33][CH:34]=1, predict the reaction product. The product is: [C:20]1([CH:7]([C:1]2[CH:2]=[CH:3][CH:4]=[CH:5][CH:6]=2)[CH2:8][CH2:9][NH:10][C:11]([C:12]2[CH:17]=[CH:16][C:15](=[O:18])[N:14]([CH2:28][C:29]3[CH:30]=[N:31][CH:32]=[CH:33][CH:34]=3)[CH:13]=2)=[O:19])[CH:25]=[CH:24][CH:23]=[CH:22][CH:21]=1. (3) Given the reactants I[C:2]1[CH:3]=[C:4]([C:22]([O:24][CH3:25])=[O:23])[C:5]([O:8][C:9]2[CH:14]=[CH:13][C:12]([O:15][C:16]3[CH:21]=[CH:20][CH:19]=[CH:18][CH:17]=3)=[CH:11][CH:10]=2)=[N:6][CH:7]=1.[NH2:26][CH:27]1[CH2:31][CH2:30][N:29]([C:32]([O:34][C:35]([CH3:38])([CH3:37])[CH3:36])=[O:33])[CH2:28]1.C(Cl)(Cl)Cl.CC(OC1C=CC=C(OC(C)C)C=1C1C(P(C2CCCCC2)C2CCCCC2)=CC=CC=1)C.C([O-])([O-])=O.[Cs+].[Cs+], predict the reaction product. The product is: [C:35]([O:34][C:32]([N:29]1[CH2:30][CH2:31][CH:27]([NH:26][C:2]2[CH:3]=[C:4]([C:22]([O:24][CH3:25])=[O:23])[C:5]([O:8][C:9]3[CH:14]=[CH:13][C:12]([O:15][C:16]4[CH:21]=[CH:20][CH:19]=[CH:18][CH:17]=4)=[CH:11][CH:10]=3)=[N:6][CH:7]=2)[CH2:28]1)=[O:33])([CH3:38])([CH3:36])[CH3:37]. (4) Given the reactants [O:1]1[B:6]2[O:7][CH2:8][C:9]3[CH2:10][O:11][CH:12]=[CH:13][C:4]([C:5]=32)=[CH:3][CH:2]1[CH2:14][NH:15][C:16](=[O:22])[O:17][C:18]([CH3:21])([CH3:20])[CH3:19].C1C(=O)N([Br:30])C(=O)C1.CC(N=NC(C#N)(C)C)(C#N)C, predict the reaction product. The product is: [Br:30][C:3]1[CH:2]([CH2:14][NH:15][C:16](=[O:22])[O:17][C:18]([CH3:19])([CH3:21])[CH3:20])[O:1][B:6]2[C:5]3[C:4]=1[CH:13]=[CH:12][O:11][CH2:10][C:9]=3[CH2:8][O:7]2.